Dataset: Reaction yield outcomes from USPTO patents with 853,638 reactions. Task: Predict the reaction yield, written as a fraction of the theoretical maximum amount of product (1.0 means a 100% yield; for example, 0.34 means a 34% yield). (1) The reactants are [NH:1]([C:3]([C:5]1[NH:6][C:7]2[C:12]([C:13]=1[C:14]([N:16]([CH3:18])[CH3:17])=[O:15])=[CH:11][CH:10]=[CH:9][CH:8]=2)=[O:4])[NH2:2].[Cl:19][C:20]1[CH:27]=[CH:26][C:23]([CH:24]=O)=[CH:22][CH:21]=1. The catalyst is C(O)C. The product is [Cl:19][C:20]1[CH:27]=[CH:26][C:23]([CH:24]=[N:2][NH:1][C:3]([C:5]2[NH:6][C:7]3[C:12]([C:13]=2[C:14]([N:16]([CH3:18])[CH3:17])=[O:15])=[CH:11][CH:10]=[CH:9][CH:8]=3)=[O:4])=[CH:22][CH:21]=1. The yield is 0.640. (2) The catalyst is ClCCCl.C(O)(=O)C. The reactants are C([NH:4][C@:5]1([C:22](NC(C)(C)C)=[O:23])[C@@H:9]([CH2:10][CH2:11][CH2:12][B:13]2[O:17]C(C)(C)C(C)(C)[O:14]2)[CH2:8][NH:7][CH2:6]1)(=O)C.S([O-])([O-])(=O)=O.[Na+].[Na+].[CH:36](=O)[CH:37]([CH3:39])[CH3:38].C(O[BH-](OC(=O)C)OC(=O)C)(=[O:43])C.[Na+].C(=O)([O-])[O-].[Na+].[Na+]. The product is [NH2:4][C@:5]1([C:22]([OH:23])=[O:43])[C@@H:9]([CH2:10][CH2:11][CH2:12][B:13]([OH:14])[OH:17])[CH2:8][N:7]([CH2:36][CH:37]([CH3:39])[CH3:38])[CH2:6]1. The yield is 0.260. (3) The reactants are Cl.Cl[C:3]1[CH:8]=[C:7]([C:9]2[CH:14]=[CH:13][CH:12]=[C:11]([Cl:15])[CH:10]=2)[N:6]=[C:5]2[CH2:16][CH2:17][CH2:18][C:4]=12.[NH2:19][C:20]1[CH:25]=[CH:24][C:23]([CH2:26][CH2:27][CH2:28][C:29]([O:31][CH3:32])=[O:30])=[CH:22][CH:21]=1. No catalyst specified. The product is [Cl:15][C:11]1[CH:10]=[C:9]([C:7]2[N:6]=[C:5]3[CH2:16][CH2:17][CH2:18][C:4]3=[C:3]([NH:19][C:20]3[CH:21]=[CH:22][C:23]([CH2:26][CH2:27][CH2:28][C:29]([O:31][CH3:32])=[O:30])=[CH:24][CH:25]=3)[CH:8]=2)[CH:14]=[CH:13][CH:12]=1. The yield is 0.790. (4) The reactants are [Si](OC[C@@H]1C(C)=CC(=O)CN1C(OC(C)(C)C)=O)(C(C)(C)C)(C)C.[Si:25]([O:32][CH2:33][C@H:34]1[N:39]([C:40]([O:42][C:43]([CH3:46])([CH3:45])[CH3:44])=[O:41])[CH2:38][C:37]([O:47][Si](C)(C)C)=[CH:36][CH:35]1[CH:52]([CH3:54])[CH3:53])([C:28]([CH3:31])([CH3:30])[CH3:29])([CH3:27])[CH3:26]. No catalyst specified. The product is [Si:25]([O:32][CH2:33][C@@H:34]1[C:35]([CH:52]([CH3:54])[CH3:53])=[CH:36][C:37](=[O:47])[CH2:38][N:39]1[C:40]([O:42][C:43]([CH3:45])([CH3:44])[CH3:46])=[O:41])([C:28]([CH3:29])([CH3:30])[CH3:31])([CH3:27])[CH3:26]. The yield is 0.143. (5) The reactants are [F:1][C:2]1[CH:7]=[C:6]([N+:8]([O-])=O)[CH:5]=[CH:4][C:3]=1[NH:11][C:12]1[CH:17]=[CH:16][N:15]=[C:14]2[CH:18]=[C:19]([C:21]3[N:22]=[CH:23][N:24]([CH3:26])[CH:25]=3)[S:20][C:13]=12.[NH4+].[Cl-]. The catalyst is CO.O.[Fe]. The product is [F:1][C:2]1[CH:7]=[C:6]([NH2:8])[CH:5]=[CH:4][C:3]=1[NH:11][C:12]1[CH:17]=[CH:16][N:15]=[C:14]2[CH:18]=[C:19]([C:21]3[N:22]=[CH:23][N:24]([CH3:26])[CH:25]=3)[S:20][C:13]=12. The yield is 1.00.